Task: Predict the product of the given reaction.. Dataset: Forward reaction prediction with 1.9M reactions from USPTO patents (1976-2016) (1) Given the reactants [CH3:1][C:2]([CH3:21])([CH3:20])[CH2:3][C:4](=[O:19])[CH2:5][C@@H:6]([CH2:16][CH:17]=[CH2:18])[C:7]([NH:9][CH:10]([CH2:14][OH:15])[C:11]([O-:13])=[O:12])=O.Cl.[CH2:23](N(CC)CC)[CH3:24].[OH-].COC(NS([N+](CC)(CC)CC)(=O)=O)=O, predict the reaction product. The product is: [CH3:21][C:2]([CH3:1])([CH3:20])[CH2:3][C:4](=[O:19])[CH2:5][C@H:6]([C:7]1[O:15][CH2:14][C@@H:10]([C:11]([O:13][CH2:23][CH3:24])=[O:12])[N:9]=1)[CH2:16][CH:17]=[CH2:18]. (2) The product is: [Cl:1][C:2]1[CH:22]=[CH:21][CH:20]=[CH:19][C:3]=1[O:4][C:5]1[CH2:9][N:8]([C@@H:10]([CH2:14][CH2:15][O:16][CH3:17])[C:11]([NH:56][C:53]2[CH:54]=[CH:55][N:51]([CH2:50][C@@H:48]3[CH2:47][O:46][C:45]([CH3:57])([CH3:44])[O:49]3)[N:52]=2)=[O:13])[C:7](=[O:18])[CH:6]=1. Given the reactants [Cl:1][C:2]1[CH:22]=[CH:21][CH:20]=[CH:19][C:3]=1[O:4][C:5]1[CH2:9][N:8]([C@@H:10]([CH2:14][CH2:15][O:16][CH3:17])[C:11]([OH:13])=O)[C:7](=[O:18])[CH:6]=1.CN(C)CCCN=C=NCC.ON1C2C=CC=CC=2N=N1.[CH3:44][C:45]1([CH3:57])[O:49][C@H:48]([CH2:50][N:51]2[CH:55]=[CH:54][C:53]([NH2:56])=[N:52]2)[CH2:47][O:46]1, predict the reaction product.